This data is from Experimentally validated miRNA-target interactions with 360,000+ pairs, plus equal number of negative samples. The task is: Binary Classification. Given a miRNA mature sequence and a target amino acid sequence, predict their likelihood of interaction. (1) The miRNA is hsa-miR-7851-3p with sequence UACCUGGGAGACUGAGGUUGGA. The protein sequence of the target gene is MPSTSFPVPSKFPLGPAAAVFGRGETLGPAPRAGGTMKSAEEEHYGYASSNVSPALPLPTAHSTLPAPCHNLQTSTPGIIPPADHPSGYGAALDGGPAGYFLSSGHTRPDGAPALESPRIEITSCLGLYHNNNQFFHDVEVEDVLPSSKRSPSTATLSLPSLEAYRDPSCLSPASSLSSRSCNSEASSYESNYSYPYASPQTSPWQSPCVSPKTTDPEEGFPRGLGACTLLGSPRHSPSTSPRASVTEESWLGARSSRPASPCNKRKYSLNGRQPPYSPHHSPTPSPHGSPRVSVTDDSW.... Result: 0 (no interaction). (2) The miRNA is hsa-miR-548e-3p with sequence AAAAACUGAGACUACUUUUGCA. The protein sequence of the target gene is MASCPDSDNSWVLAGSESLPVETLGPASRMDPESERALQAPHSPSKTDGKELAGTMDGEGTLFQTESPQSGSILTEETEVKGTLEGDVCGVEPPGPGDTVVQGDLQETTVVTGLGPDTQDLEGQSPPQSLPSTPKAAWIREEGRCSSSDDDTDVDMEGLRRRRGREAGPPQPMVPLAVENQAGGEGAGGELGISLNMCLLGALVLLGLGVLLFSGGLSESETGPMEEVERQVLPDPEVLEAVGDRQDGLREQLQAPVPPDSVPSLQNMGLLLDKLAKENQDIRLLQAQLQAQKEELQSLM.... Result: 0 (no interaction). (3) The miRNA is hsa-miR-6755-3p with sequence UGUUGUCAUGUUUUUUCCCUAG. The protein sequence of the target gene is MPLTSAFRAVDNDPGIIVWRIEKMELALVPVSAHGNFYEGDCYVILSTRRVASLLSQDIHFWIGKDSSQDEQSCAAIYTTQLDDYLGGSPVQHREVQYHESDTFRGYFKQGIIYKQGGVASGMKHVETNTYDVKRLLHVKGKRNIRATEVEMSWDSFNRGDVFLLDLGKVIIQWNGPESNSGERLKAMLLAKDIRDRERGGRAKIGVIEGDKEAASPELMKVLQDTLGRRSIIKPTVPDEIIDQKQKSTIMLYHISDSAGQLAVTEVATRPLVQDLLNHDDCYILDQSGTKIYVWKGKGA.... Result: 0 (no interaction). (4) Result: 0 (no interaction). The miRNA is hsa-miR-493-3p with sequence UGAAGGUCUACUGUGUGCCAGG. The protein sequence of the target gene is MSLSNKLTLDKLDVKGKRVVMRVDFNVPMKNNQITNNQRIKAAVPSIKFCLDNGAKSVVLMSHLGRPDGVPMPDKYSLEPVAVELKSLLGKDVLFLKDCVGPEVEKACANPAAGSVILLENLRFHVEEEGKGKDASGNKVKAEPAKIEAFRASLSKLGDVYVNDAFGTAHRAHSSMVGVNLPQKAGGFLMKKELNYFAKALESPERPFLAILGGAKVADKIQLINNMLDKVNEMIIGGGMAFTFLKVLNNMEIGTSLFDEEGAKIVKDLMSKAEKNGVKITLPVDFVTADKFDENAKTGQ....